Task: Predict the product of the given reaction.. Dataset: Forward reaction prediction with 1.9M reactions from USPTO patents (1976-2016) (1) Given the reactants [Cl:1][CH2:2][CH2:3][CH2:4][NH:5][C:6]1[C:14]([N+:15]([O-:17])=[O:16])=[C:13]([O:18][CH3:19])[CH:12]=[CH:11][C:7]=1[C:8]([OH:10])=[O:9].[C:20](=O)([O-])[O-].[K+].[K+].IC.O, predict the reaction product. The product is: [Cl:1][CH2:2][CH2:3][CH2:4][NH:5][C:6]1[C:14]([N+:15]([O-:17])=[O:16])=[C:13]([O:18][CH3:19])[CH:12]=[CH:11][C:7]=1[C:8]([O:10][CH3:20])=[O:9]. (2) Given the reactants Cl.[N:2]1([C:6]([C:8]2[CH:9]=[C:10]([Cl:43])[C:11]([O:14][C:15]3[CH:16]=[C:17]([CH:28]=[C:29]([O:31][C@@H:32]([CH3:42])[CH2:33][O:34][Si](C(C)(C)C)(C)C)[CH:30]=3)[C:18]([NH:20][C:21]3[CH:26]=[N:25][C:24]([CH3:27])=[CH:23][N:22]=3)=[O:19])=[N:12][CH:13]=2)=[O:7])[CH2:5][CH2:4][CH2:3]1, predict the reaction product. The product is: [N:2]1([C:6]([C:8]2[CH:9]=[C:10]([Cl:43])[C:11]([O:14][C:15]3[CH:16]=[C:17]([CH:28]=[C:29]([O:31][C@@H:32]([CH3:42])[CH2:33][OH:34])[CH:30]=3)[C:18]([NH:20][C:21]3[CH:26]=[N:25][C:24]([CH3:27])=[CH:23][N:22]=3)=[O:19])=[N:12][CH:13]=2)=[O:7])[CH2:5][CH2:4][CH2:3]1. (3) Given the reactants [Cl:1][C:2]1[N:3]=[C:4]([N:21]2[CH2:26][CH2:25][O:24][CH2:23][CH2:22]2)[C:5]2[S:10][C:9]([CH2:11][N:12]3[CH2:17][CH2:16][NH:15][C:14](=O)[C:13]3(C)[CH3:19])=[CH:8][C:6]=2[N:7]=1.[N:27]1C=CN2CCNC[C:31]=12, predict the reaction product. The product is: [Cl:1][C:2]1[N:3]=[C:4]([N:21]2[CH2:22][CH2:23][O:24][CH2:25][CH2:26]2)[C:5]2[S:10][C:9]([CH2:11][N:12]3[CH2:17][CH2:16][N:15]4[CH:14]=[CH:31][N:27]=[C:19]4[CH2:13]3)=[CH:8][C:6]=2[N:7]=1.